From a dataset of Peptide-MHC class I binding affinity with 185,985 pairs from IEDB/IMGT. Regression. Given a peptide amino acid sequence and an MHC pseudo amino acid sequence, predict their binding affinity value. This is MHC class I binding data. (1) The peptide sequence is SVAPELVSK. The MHC is HLA-A03:01 with pseudo-sequence HLA-A03:01. The binding affinity (normalized) is 0.502. (2) The binding affinity (normalized) is 0.801. The peptide sequence is ISYGGGWRF. The MHC is HLA-B58:01 with pseudo-sequence HLA-B58:01. (3) The peptide sequence is RYRMRHLSK. The MHC is HLA-B40:01 with pseudo-sequence HLA-B40:01. The binding affinity (normalized) is 0.0847. (4) The peptide sequence is RIVVYNPST. The MHC is HLA-A02:01 with pseudo-sequence HLA-A02:01. The binding affinity (normalized) is 0.195. (5) The peptide sequence is ERYFRINSL. The MHC is HLA-B40:02 with pseudo-sequence HLA-B40:02. The binding affinity (normalized) is 0.345. (6) The peptide sequence is YPRNGWPAL. The MHC is HLA-B15:42 with pseudo-sequence HLA-B15:42. The binding affinity (normalized) is 0.213. (7) The peptide sequence is PILPKLFIL. The MHC is HLA-A30:01 with pseudo-sequence HLA-A30:01. The binding affinity (normalized) is 0.0847.